This data is from Catalyst prediction with 721,799 reactions and 888 catalyst types from USPTO. The task is: Predict which catalyst facilitates the given reaction. (1) The catalyst class is: 10. Product: [NH:7]1[C:8]2[C:13](=[CH:12][CH:11]=[CH:10][CH:9]=2)[C:5]([C:3](=[O:4])[CH:2]([NH:20][C:21]2[CH:30]=[CH:29][C:24]3[NH:25][C:26](=[O:28])[O:27][C:23]=3[CH:22]=2)[C:14]2[CH:19]=[CH:18][CH:17]=[CH:16][CH:15]=2)=[CH:6]1. Reactant: Cl[CH:2]([C:14]1[CH:19]=[CH:18][CH:17]=[CH:16][CH:15]=1)[C:3]([C:5]1[C:13]2[C:8](=[CH:9][CH:10]=[CH:11][CH:12]=2)[NH:7][CH:6]=1)=[O:4].[NH2:20][C:21]1[CH:30]=[CH:29][C:24]2[NH:25][C:26](=[O:28])[O:27][C:23]=2[CH:22]=1.CCN(C(C)C)C(C)C. (2) Reactant: [CH:1]([OH:3])=O.C(OC(=O)C)(=O)C.[Br:11][C:12]1[N:17]=[C:16]([O:18][CH3:19])[C:15]([NH2:20])=[CH:14][CH:13]=1. Product: [Br:11][C:12]1[N:17]=[C:16]([O:18][CH3:19])[C:15]([NH:20][CH:1]=[O:3])=[CH:14][CH:13]=1. The catalyst class is: 81. (3) Reactant: [Cl:1][C:2]1[CH:24]=[CH:23][C:5]2[N:6]=[C:7]([NH:9][C:10]3[N:14]([CH3:15])[C:13]4[CH:16]=[CH:17][C:18]([C:20](O)=[O:21])=[CH:19][C:12]=4[N:11]=3)[S:8][C:4]=2[CH:3]=1.[NH2:25][C@@H:26]1[CH2:30][CH2:29][N:28]([C:31](=[O:35])[C@H:32]([OH:34])[CH3:33])[CH2:27]1.CN(C(ON1N=NC2C=CC=CC1=2)=[N+](C)C)C.F[P-](F)(F)(F)(F)F.CCN(C(C)C)C(C)C. Product: [OH:34][C@H:32]([CH3:33])[C:31]([N:28]1[CH2:29][CH2:30][C@@H:26]([NH:25][C:20]([C:18]2[CH:17]=[CH:16][C:13]3[N:14]([CH3:15])[C:10]([NH:9][C:7]4[S:8][C:4]5[CH:3]=[C:2]([Cl:1])[CH:24]=[CH:23][C:5]=5[N:6]=4)=[N:11][C:12]=3[CH:19]=2)=[O:21])[CH2:27]1)=[O:35]. The catalyst class is: 3. (4) Reactant: [CH2:1](Br)[C:2]#[CH:3].[Cl:5][C:6]1[CH:7]=[C:8]([CH:29]=[CH:30][C:31]=1[F:32])[NH:9][C:10]1[C:19]2[C:14](=[CH:15][C:16]([O:27][CH3:28])=[CH:17][C:18]=2[O:20][CH:21]2[CH2:26][CH2:25][NH:24][CH2:23][CH2:22]2)[N:13]=[CH:12][N:11]=1.C(=O)([O-])[O-].[K+].[K+].O. Product: [Cl:5][C:6]1[CH:7]=[C:8]([CH:29]=[CH:30][C:31]=1[F:32])[NH:9][C:10]1[C:19]2[C:14](=[CH:15][C:16]([O:27][CH3:28])=[CH:17][C:18]=2[O:20][CH:21]2[CH2:22][CH2:23][N:24]([CH2:3][C:2]#[CH:1])[CH2:25][CH2:26]2)[N:13]=[CH:12][N:11]=1. The catalyst class is: 3. (5) Reactant: [C:1](=O)([O-])[O-].[K+].[K+].CI.[Br:9][C:10]1[CH:15]=[C:14]([N+:16]([O-:18])=[O:17])[C:13]([OH:19])=[C:12]([C:20]([CH3:23])([CH3:22])[CH3:21])[CH:11]=1.CCOCC. Product: [CH3:1][O:19][C:13]1[C:14]([N+:16]([O-:18])=[O:17])=[CH:15][C:10]([Br:9])=[CH:11][C:12]=1[C:20]([CH3:23])([CH3:22])[CH3:21]. The catalyst class is: 9. (6) Reactant: [CH3:1][O:2][C:3]1[N:4]=[C:5]2[C:10](=[CH:11][CH:12]=1)[N:9]=[CH:8][CH:7]=[C:6]2[CH2:13][CH2:14][C:15]1([OH:23])[CH2:20][CH2:19][N:18]([N:21]=O)[CH2:17][CH2:16]1.[H-].[H-].[H-].[H-].[Li+].[Al+3]. Product: [NH2:21][N:18]1[CH2:19][CH2:20][C:15]([CH2:14][CH2:13][C:6]2[C:5]3[C:10](=[CH:11][CH:12]=[C:3]([O:2][CH3:1])[N:4]=3)[N:9]=[CH:8][CH:7]=2)([OH:23])[CH2:16][CH2:17]1. The catalyst class is: 1. (7) Reactant: O=[C:2]1[CH2:6][CH2:5][CH2:4][CH:3]1[CH2:7][C:8]1[C:16]2[C:11](=[CH:12][CH:13]=[C:14]([C:17]#[N:18])[CH:15]=2)[NH:10][CH:9]=1.[CH3:19][NH:20][CH3:21].C([BH3-])#N.[Na+].C(O)(=O)C. Product: [CH3:19][N:20]([CH3:21])[CH:2]1[CH2:6][CH2:5][CH2:4][CH:3]1[CH2:7][C:8]1[C:16]2[C:11](=[CH:12][CH:13]=[C:14]([C:17]#[N:18])[CH:15]=2)[NH:10][CH:9]=1. The catalyst class is: 8. (8) Reactant: Br[C:2]1[N:3]=[C:4]([C:7]2[CH:12]=[CH:11][C:10]([OH:13])=[CH:9][CH:8]=2)[S:5][CH:6]=1.C[O:15][C:16]([C:18]1[CH:19]=[C:20](B(O)O)[CH:21]=[CH:22][CH:23]=1)=[O:17]. Product: [OH:13][C:10]1[CH:11]=[CH:12][C:7]([C:4]2[S:5][CH:6]=[C:2]([C:22]3[CH:23]=[C:18]([CH:19]=[CH:20][CH:21]=3)[C:16]([OH:17])=[O:15])[N:3]=2)=[CH:8][CH:9]=1. The catalyst class is: 6. (9) Reactant: [Cl:1][C:2]1[CH:3]=[C:4]2[C:8](=[CH:9][CH:10]=1)[NH:7][CH:6]=[C:5]2[CH2:11][CH2:12][NH:13][C:14](=[O:23])[C:15]1[CH:20]=[CH:19][CH:18]=[C:17]([CH2:21]Cl)[CH:16]=1.[S:24]1[CH:28]=[CH:27][CH:26]=[C:25]1[CH2:29][NH2:30].[I-].[Na+]. Product: [Cl:1][C:2]1[CH:3]=[C:4]2[C:8](=[CH:9][CH:10]=1)[NH:7][CH:6]=[C:5]2[CH2:11][CH2:12][NH:13][C:14](=[O:23])[C:15]1[CH:20]=[CH:19][CH:18]=[C:17]([CH2:21][NH:30][CH2:29][C:25]2[S:24][CH:28]=[CH:27][CH:26]=2)[CH:16]=1. The catalyst class is: 1.